The task is: Binary Classification. Given a drug SMILES string, predict its activity (active/inactive) in a high-throughput screening assay against a specified biological target.. This data is from Kir2.1 potassium channel HTS with 301,493 compounds. (1) The molecule is O(CCN(Cc1n(nnn1)C(C)(C)C)Cc1c2n(nnn2)c2c(c1)ccc(c2)C)C. The result is 0 (inactive). (2) The molecule is s1c(nnc1NC(=O)c1cc(OC)c(OC)c(OC)c1)Cc1ccc(OC)cc1. The result is 0 (inactive). (3) The drug is S1c2c(NC(=O)C1)cc(cc2)C(=O)NCCOC. The result is 0 (inactive). (4) The molecule is Fc1cc(N2C(=O)C3(N(C(C4C3C(=O)N(C4=O)C(C)(C)C)c3ccc(OC)cc3)C2=O)CC)ccc1. The result is 0 (inactive). (5) The compound is S1CCC(NC(=O)c2ccc(cc2)C(OC)=O)c2c1cccc2. The result is 0 (inactive).